This data is from NCI-60 drug combinations with 297,098 pairs across 59 cell lines. The task is: Regression. Given two drug SMILES strings and cell line genomic features, predict the synergy score measuring deviation from expected non-interaction effect. (1) Drug 1: CC(C1=C(C=CC(=C1Cl)F)Cl)OC2=C(N=CC(=C2)C3=CN(N=C3)C4CCNCC4)N. Drug 2: C1CC(=O)NC(=O)C1N2CC3=C(C2=O)C=CC=C3N. Cell line: 786-0. Synergy scores: CSS=2.08, Synergy_ZIP=-1.89, Synergy_Bliss=-1.30, Synergy_Loewe=-0.782, Synergy_HSA=-0.761. (2) Drug 1: CC1C(C(CC(O1)OC2CC(CC3=C2C(=C4C(=C3O)C(=O)C5=C(C4=O)C(=CC=C5)OC)O)(C(=O)CO)O)N)O.Cl. Drug 2: CC(C)(C#N)C1=CC(=CC(=C1)CN2C=NC=N2)C(C)(C)C#N. Cell line: OVCAR-5. Synergy scores: CSS=5.49, Synergy_ZIP=-6.28, Synergy_Bliss=-4.00, Synergy_Loewe=-9.25, Synergy_HSA=-6.94. (3) Drug 1: C1CC(=O)NC(=O)C1N2CC3=C(C2=O)C=CC=C3N. Drug 2: CC1C(C(=O)NC(C(=O)N2CCCC2C(=O)N(CC(=O)N(C(C(=O)O1)C(C)C)C)C)C(C)C)NC(=O)C3=C4C(=C(C=C3)C)OC5=C(C(=O)C(=C(C5=N4)C(=O)NC6C(OC(=O)C(N(C(=O)CN(C(=O)C7CCCN7C(=O)C(NC6=O)C(C)C)C)C)C(C)C)C)N)C. Cell line: T-47D. Synergy scores: CSS=2.94, Synergy_ZIP=2.31, Synergy_Bliss=5.45, Synergy_Loewe=5.18, Synergy_HSA=5.27. (4) Drug 1: C1CN1C2=NC(=NC(=N2)N3CC3)N4CC4. Drug 2: CS(=O)(=O)OCCCCOS(=O)(=O)C. Cell line: SF-295. Synergy scores: CSS=11.2, Synergy_ZIP=-1.47, Synergy_Bliss=-1.96, Synergy_Loewe=-47.2, Synergy_HSA=-3.90. (5) Drug 1: COC1=C2C(=CC3=C1OC=C3)C=CC(=O)O2. Drug 2: C1C(C(OC1N2C=NC(=NC2=O)N)CO)O. Cell line: MOLT-4. Synergy scores: CSS=46.2, Synergy_ZIP=1.90, Synergy_Bliss=0.972, Synergy_Loewe=-36.2, Synergy_HSA=0.417. (6) Cell line: T-47D. Synergy scores: CSS=0.441, Synergy_ZIP=2.06, Synergy_Bliss=2.92, Synergy_Loewe=-1.23, Synergy_HSA=0.779. Drug 1: CC12CCC3C(C1CCC2NC(=O)OCC(F)(F)F)CCC4C3(C=CC(=O)N4C)C. Drug 2: CC1(CCCN1)C2=NC3=C(C=CC=C3N2)C(=O)N. (7) Drug 1: C1=NNC2=C1C(=O)NC=N2. Drug 2: CCN(CC)CCCC(C)NC1=C2C=C(C=CC2=NC3=C1C=CC(=C3)Cl)OC. Cell line: EKVX. Synergy scores: CSS=19.4, Synergy_ZIP=-0.954, Synergy_Bliss=4.05, Synergy_Loewe=-20.1, Synergy_HSA=-1.50.